From a dataset of Forward reaction prediction with 1.9M reactions from USPTO patents (1976-2016). Predict the product of the given reaction. Given the reactants [CH:1]1[C:9]2[C:8]3[CH:10]=[CH:11]C=C[C:7]=3[S:6][C:5]=2[C:4](B(O)O)=[CH:3][CH:2]=1.C1C=C(Cl)C=C(C(OO)=[O:25])C=1.[CH2:28]([OH:30])[CH3:29].C(Cl)(Cl)Cl.[OH2:35], predict the reaction product. The product is: [O:35]=[S:6]1(=[O:25])[C:5]2[CH:4]=[CH:3][CH:2]=[CH:1][C:9]=2[C:8]2[CH:10]=[CH:11][CH:29]=[C:28]([OH:30])[C:7]1=2.